Task: Predict the reactants needed to synthesize the given product.. Dataset: Full USPTO retrosynthesis dataset with 1.9M reactions from patents (1976-2016) (1) The reactants are: [Cl:1][C:2]1[C:7]2[C:8]([CH:11]3[CH2:13][CH2:12]3)=[N:9][O:10][C:6]=2[CH:5]=[C:4]([NH:14]C(C2C=CC=CC=2)(C2C=CC=CC=2)C2C=CC=CC=2)[C:3]=1[C:34](=[O:36])[CH3:35].C(O)(C(F)(F)F)=O. Given the product [NH2:14][C:4]1[C:3]([C:34](=[O:36])[CH3:35])=[C:2]([Cl:1])[C:7]2[C:8]([CH:11]3[CH2:13][CH2:12]3)=[N:9][O:10][C:6]=2[CH:5]=1, predict the reactants needed to synthesize it. (2) Given the product [CH:4]([C:3]1[N:7]=[C:12]([C:13]2[CH:14]=[C:15]([NH:19][C:20]([N:22]3[CH2:23][CH2:24][N:25]([C:28](=[O:36])[C:29]4[CH:34]=[CH:33][CH:32]=[C:31]([F:35])[CH:30]=4)[CH2:26][CH2:27]3)=[O:21])[CH:16]=[CH:17][CH:18]=2)[O:1][N:2]=1)([CH3:6])[CH3:5], predict the reactants needed to synthesize it. The reactants are: [OH:1][NH:2][C:3](=[NH:7])[CH:4]([CH3:6])[CH3:5].[H-].[Na+].CO[C:12](=O)[C:13]1[CH:18]=[CH:17][CH:16]=[C:15]([NH:19][C:20]([N:22]2[CH2:27][CH2:26][N:25]([C:28](=[O:36])[C:29]3[CH:34]=[CH:33][CH:32]=[C:31]([F:35])[CH:30]=3)[CH2:24][CH2:23]2)=[O:21])[CH:14]=1. (3) The reactants are: [Br:1][C:2]1[CH:7]=[CH:6][C:5]([CH2:8][CH2:9][NH2:10])=[CH:4][CH:3]=1.C(N(CC)CC)C.[F:18][C:19]([F:30])([F:29])[C:20](O[C:20](=[O:21])[C:19]([F:30])([F:29])[F:18])=[O:21].Cl. Given the product [Br:1][C:2]1[CH:7]=[CH:6][C:5]([CH2:8][CH2:9][NH:10][C:20](=[O:21])[C:19]([F:30])([F:29])[F:18])=[CH:4][CH:3]=1, predict the reactants needed to synthesize it. (4) Given the product [CH3:24][CH:15]([O:14][C:13]1[CH:25]=[CH:26][C:10]([C:7]2[CH:6]=[CH:5][C:4]([CH2:3][NH:2][C:34](=[O:36])[CH3:35])=[CH:9][CH:8]=2)=[CH:11][CH:12]=1)[CH2:16][NH:17][S:18]([CH:21]([CH3:22])[CH3:23])(=[O:20])=[O:19], predict the reactants needed to synthesize it. The reactants are: Cl.[NH2:2][CH2:3][C:4]1[CH:9]=[CH:8][C:7]([C:10]2[CH:26]=[CH:25][C:13]([O:14][CH:15]([CH3:24])[CH2:16][NH:17][S:18]([CH:21]([CH3:23])[CH3:22])(=[O:20])=[O:19])=[CH:12][CH:11]=2)=[CH:6][CH:5]=1.C(N(CC)CC)C.[C:34](Cl)(=[O:36])[CH3:35]. (5) Given the product [CH3:8][C:6]1[CH:5]=[C:4]([C:9]2[CH:10]=[N:11][N:12]3[C:17]([C:18]4[CH:23]=[CH:22][CH:21]=[C:20]([C:24]5[N:25]=[N:26][N:27]([CH2:30][C:31]6[CH:32]=[N:33][CH:34]=[CH:35][CH:36]=6)[N:28]=5)[CH:19]=4)=[CH:16][CH:15]=[N:14][C:13]=23)[CH:3]=[C:2]([CH3:1])[CH:7]=1, predict the reactants needed to synthesize it. The reactants are: [CH3:1][C:2]1[CH:3]=[C:4]([C:9]2[CH:10]=[N:11][N:12]3[C:17]([C:18]4[CH:23]=[CH:22][CH:21]=[C:20]([C:24]5[NH:28][N:27]=[N:26][N:25]=5)[CH:19]=4)=[CH:16][CH:15]=[N:14][C:13]=23)[CH:5]=[C:6]([CH3:8])[CH:7]=1.Br[CH2:30][C:31]1[CH:32]=[N:33][CH:34]=[CH:35][CH:36]=1.